Task: Predict the product of the given reaction.. Dataset: Forward reaction prediction with 1.9M reactions from USPTO patents (1976-2016) (1) Given the reactants [NH:1]1[CH2:6][CH2:5][CH:4]([NH:7][C:8]([C:10]2[C:11]([CH2:16][OH:17])=[N:12][NH:13][C:14]=2[CH3:15])=[O:9])[CH2:3][CH2:2]1.CO, predict the reaction product. The product is: [NH:1]1[CH2:6][CH2:5][CH:4]([NH:7][C:8]([C:10]2[C:11]([CH:16]=[O:17])=[N:12][NH:13][C:14]=2[CH3:15])=[O:9])[CH2:3][CH2:2]1. (2) Given the reactants [Li+].C[Si]([N-][Si](C)(C)C)(C)C.[OH:11][C:12]1[CH:17]=[CH:16][CH:15]=[C:14]([OH:18])[C:13]=1[C:19](=O)[CH3:20].C[Si](Cl)(C)C.C1C(=O)N(Br)C(=[O:30])C1.[OH-].[Na+], predict the reaction product. The product is: [OH:11][C:12]1[C:13]2[CH2:19][C:20](=[O:30])[O:18][C:14]=2[CH:15]=[CH:16][CH:17]=1.